From a dataset of Full USPTO retrosynthesis dataset with 1.9M reactions from patents (1976-2016). Predict the reactants needed to synthesize the given product. (1) Given the product [F:12][C:3]1[CH:4]=[C:5]2[C:9](=[CH:10][C:2]=1[NH:1][C:20]([CH:22]([O:24][C:25](=[O:27])[CH3:26])[CH3:23])=[O:21])[NH:8][C:7](=[O:11])[CH2:6]2, predict the reactants needed to synthesize it. The reactants are: [NH2:1][C:2]1[CH:10]=[C:9]2[C:5]([CH2:6][C:7](=[O:11])[NH:8]2)=[CH:4][C:3]=1[F:12].N1CCCCC1.Cl[C:20]([CH:22]([O:24][C:25](=[O:27])[CH3:26])[CH3:23])=[O:21]. (2) Given the product [F:1][C:2]([F:17])([F:16])[C:3]1[CH:8]=[CH:7][C:6]([C:9]2[O:10][CH:11]=[C:12]([CH2:14][O:29][C:25]3[CH:24]=[CH:23][CH:22]=[C:21]4[C:26]=3[CH:27]=[CH:28][C:19]([NH:18][S:30]([C:33]([F:36])([F:35])[F:34])(=[O:32])=[O:31])=[CH:20]4)[N:13]=2)=[CH:5][CH:4]=1, predict the reactants needed to synthesize it. The reactants are: [F:1][C:2]([F:17])([F:16])[C:3]1[CH:8]=[CH:7][C:6]([C:9]2[O:10][CH:11]=[C:12]([CH2:14]Cl)[N:13]=2)=[CH:5][CH:4]=1.[NH2:18][C:19]1[CH:28]=[CH:27][C:26]2[C:25]([OH:29])=[CH:24][CH:23]=[CH:22][C:21]=2[CH:20]=1.[S:30](O[S:30]([C:33]([F:36])([F:35])[F:34])(=[O:32])=[O:31])([C:33]([F:36])([F:35])[F:34])(=[O:32])=[O:31]. (3) Given the product [Br:15][C:4]1[C:5]2[S:9][C:8]3[CH:10]=[CH:11][CH:12]=[CH:13][C:7]=3[C:6]=2[C:1](=[O:14])[NH:2][CH:3]=1, predict the reactants needed to synthesize it. The reactants are: [C:1]1(=[O:14])[C:6]2[C:7]3[CH:13]=[CH:12][CH:11]=[CH:10][C:8]=3[S:9][C:5]=2[CH:4]=[CH:3][NH:2]1.[Br:15]Br.O. (4) Given the product [CH2:1]([O:8][C@H:9]1[C@H:14]([O:15][CH2:16][C:17]2[CH:22]=[CH:21][CH:20]=[CH:19][CH:18]=2)[C@@H:13]([O:23][CH2:24][C:25]2[CH:26]=[CH:27][CH:28]=[CH:29][CH:30]=2)[C@@:12]([C:33]2[CH:38]=[CH:37][C:36]([Cl:39])=[C:35]([CH2:40][C:41]3[CH:46]=[CH:45][C:44]([O:47][CH2:48][CH3:49])=[C:43]([F:50])[C:42]=3[F:51])[CH:34]=2)([O:31][CH3:32])[O:11][C@@H:10]1[CH:52]=[O:53])[C:2]1[CH:3]=[CH:4][CH:5]=[CH:6][CH:7]=1, predict the reactants needed to synthesize it. The reactants are: [CH2:1]([O:8][C@H:9]1[C@H:14]([O:15][CH2:16][C:17]2[CH:22]=[CH:21][CH:20]=[CH:19][CH:18]=2)[C@@H:13]([O:23][CH2:24][C:25]2[CH:30]=[CH:29][CH:28]=[CH:27][CH:26]=2)[C@@:12]([C:33]2[CH:38]=[CH:37][C:36]([Cl:39])=[C:35]([CH2:40][C:41]3[CH:46]=[CH:45][C:44]([O:47][CH2:48][CH3:49])=[C:43]([F:50])[C:42]=3[F:51])[CH:34]=2)([O:31][CH3:32])[O:11][C@@H:10]1[CH2:52][OH:53])[C:2]1[CH:7]=[CH:6][CH:5]=[CH:4][CH:3]=1.I(C1C=CC=CC=1C(O)=O)(=O)=O.